From a dataset of Peptide-MHC class I binding affinity with 185,985 pairs from IEDB/IMGT. Regression. Given a peptide amino acid sequence and an MHC pseudo amino acid sequence, predict their binding affinity value. This is MHC class I binding data. (1) The MHC is HLA-A68:01 with pseudo-sequence HLA-A68:01. The peptide sequence is QLEDSEYLFR. The binding affinity (normalized) is 0.583. (2) The peptide sequence is YRFRKSSKK. The MHC is HLA-A01:01 with pseudo-sequence HLA-A01:01. The binding affinity (normalized) is 0.0847. (3) The peptide sequence is STLERTSKASLER. The MHC is HLA-A02:03 with pseudo-sequence HLA-A02:03. The binding affinity (normalized) is 0. (4) The peptide sequence is EKEGKISKI. The MHC is HLA-A31:01 with pseudo-sequence HLA-A31:01. The binding affinity (normalized) is 0. (5) The peptide sequence is MMMGMFNML. The MHC is HLA-A69:01 with pseudo-sequence HLA-A69:01. The binding affinity (normalized) is 0.489. (6) The peptide sequence is STQQNKLVI. The MHC is HLA-A31:01 with pseudo-sequence HLA-A31:01. The binding affinity (normalized) is 0.